This data is from Full USPTO retrosynthesis dataset with 1.9M reactions from patents (1976-2016). The task is: Predict the reactants needed to synthesize the given product. (1) Given the product [Cl:17][C:4]1[N:3]=[C:2]([N:22]2[CH2:23][C@@H:18]3[CH2:24][C@H:21]2[CH2:20][O:19]3)[C:14]2[N:13]=[C:12]3[N:7]([C:6]=2[N:5]=1)[CH2:8][CH2:9][O:10][C:11]3([CH3:16])[CH3:15], predict the reactants needed to synthesize it. The reactants are: Cl[C:2]1[C:14]2[N:13]=[C:12]3[N:7]([CH2:8][CH2:9][O:10][C:11]3([CH3:16])[CH3:15])[C:6]=2[N:5]=[C:4]([Cl:17])[N:3]=1.[C@H:18]12[CH2:24][C@H:21]([NH:22][CH2:23]1)[CH2:20][O:19]2.C(N(CC)CC)C. (2) Given the product [Si:36]([O:35][C@H:20]([C:12]1[CH:11]=[CH:10][C:9]([OH:8])=[C:18]2[C:13]=1[CH:14]=[CH:15][C:16](=[O:19])[NH:17]2)[CH2:21][NH:22][C:23]([CH3:34])([CH3:33])[CH2:24][C:25]1[CH:30]=[CH:29][CH:28]=[C:27]([CH2:31][OH:32])[CH:26]=1)([C:39]([CH3:40])([CH3:41])[CH3:42])([CH3:38])[CH3:37], predict the reactants needed to synthesize it. The reactants are: C([O:8][C:9]1[CH:10]=[CH:11][C:12]([C@@H:20]([O:35][Si:36]([C:39]([CH3:42])([CH3:41])[CH3:40])([CH3:38])[CH3:37])[CH2:21][NH:22][C:23]([CH3:34])([CH3:33])[CH2:24][C:25]2[CH:30]=[CH:29][CH:28]=[C:27]([CH2:31][OH:32])[CH:26]=2)=[C:13]2[C:18]=1[NH:17][C:16](=[O:19])[CH:15]=[CH:14]2)C1C=CC=CC=1.[H][H]. (3) Given the product [F:19][C:2]([F:1])([F:18])[C:3]1[CH:4]=[C:5]([C:13]2[N:17]=[CH:16][N:15]([CH2:28][C:24](=[CH2:23])[C:25]([OH:27])=[O:26])[N:14]=2)[CH:6]=[C:7]([C:9]([F:10])([F:12])[F:11])[CH:8]=1, predict the reactants needed to synthesize it. The reactants are: [F:1][C:2]([F:19])([F:18])[C:3]1[CH:4]=[C:5]([C:13]2[N:17]=[CH:16][NH:15][N:14]=2)[CH:6]=[C:7]([C:9]([F:12])([F:11])[F:10])[CH:8]=1.[H-].[Na+].Br[CH2:23][C:24](=[CH2:28])[C:25]([OH:27])=[O:26].O.